This data is from Full USPTO retrosynthesis dataset with 1.9M reactions from patents (1976-2016). The task is: Predict the reactants needed to synthesize the given product. (1) Given the product [NH2:32][C:27]1[CH:28]=[N:29][CH:30]=[CH:31][C:26]=1[C:22]1[C:20]2[S:21][C:17]([C:3]3[C:2]([F:1])=[CH:7][N:6]=[C:5]([NH:8][CH2:9][CH2:10][N:11]4[CH2:15][CH2:14][NH:13][C:12]4=[O:16])[N:4]=3)=[CH:18][C:19]=2[CH:25]=[CH:24][CH:23]=1, predict the reactants needed to synthesize it. The reactants are: [F:1][C:2]1[C:3]([C:17]2[S:21][C:20]3[C:22]([C:26]4[CH:31]=[CH:30][N:29]=[CH:28][C:27]=4[NH:32]C(=O)C(C)(C)C)=[CH:23][CH:24]=[CH:25][C:19]=3[CH:18]=2)=[N:4][C:5]([NH:8][CH2:9][CH2:10][N:11]2[CH2:15][CH2:14][NH:13][C:12]2=[O:16])=[N:6][CH:7]=1.OS(O)(=O)=O. (2) The reactants are: [N+:1]([C:4]1[CH:5]=[C:6]([C:10]2[CH:11]=[C:12]3[N:17]([CH:18]=2)[CH:16]=[C:15]([C:19]([NH2:21])=[O:20])[CH:14]=[CH:13]3)[CH:7]=[CH:8][CH:9]=1)([O-:3])=[O:2].[H-].[Na+].[CH3:24]I. Given the product [CH3:24][NH:21][C:19]([C:15]1[CH:14]=[CH:13][C:12]2[N:17]([CH:18]=[C:10]([C:6]3[CH:7]=[CH:8][CH:9]=[C:4]([N+:1]([O-:3])=[O:2])[CH:5]=3)[CH:11]=2)[CH:16]=1)=[O:20], predict the reactants needed to synthesize it. (3) The reactants are: C(O)(C(F)(F)F)=O.C([O:12][C:13]([C@@H:15]1[CH2:19][CH2:18][CH2:17][N:16]1[CH2:20][C:21]1[C:30]([Cl:31])=[C:29]2[C:24]([C:25](=[O:46])[N:26]([CH2:33][C:34]3[CH:39]=[C:38]([Cl:40])[CH:37]=[CH:36][C:35]=3[S:41]([CH2:44][CH3:45])(=[O:43])=[O:42])[C:27](=[O:32])[NH:28]2)=[CH:23][C:22]=1[C:47]([F:50])([F:49])[F:48])=[O:14])(C)(C)C. Given the product [Cl:31][C:30]1[C:21]([CH2:20][N:16]2[CH2:17][CH2:18][CH2:19][C@H:15]2[C:13]([OH:14])=[O:12])=[C:22]([C:47]([F:49])([F:48])[F:50])[CH:23]=[C:24]2[C:29]=1[NH:28][C:27](=[O:32])[N:26]([CH2:33][C:34]1[CH:39]=[C:38]([Cl:40])[CH:37]=[CH:36][C:35]=1[S:41]([CH2:44][CH3:45])(=[O:43])=[O:42])[C:25]2=[O:46], predict the reactants needed to synthesize it. (4) Given the product [CH3:28][O:27][C:24]1[CH:25]=[C:26]2[C:21](=[CH:22][C:23]=1[O:29][CH2:30][CH2:31][CH2:32][N:33]1[CH2:38][CH2:37][N:36]([CH3:39])[CH2:35][CH2:34]1)[N:20]=[CH:19][N:18]=[C:17]2[NH:55][C:42]1[C:43]2[O:47][CH2:46][O:45][C:44]=2[C:48]([C:50]#[C:51][CH2:52][O:53][CH3:54])=[CH:49][C:41]=1[Cl:40], predict the reactants needed to synthesize it. The reactants are: C[Si]([N-][Si](C)(C)C)(C)C.[Na+].O1CCCC1.Cl[C:17]1[C:26]2[C:21](=[CH:22][C:23]([O:29][CH2:30][CH2:31][CH2:32][N:33]3[CH2:38][CH2:37][N:36]([CH3:39])[CH2:35][CH2:34]3)=[C:24]([O:27][CH3:28])[CH:25]=2)[N:20]=[CH:19][N:18]=1.[Cl:40][C:41]1[CH:49]=[C:48]([C:50]#[C:51][CH2:52][O:53][CH3:54])[C:44]2[O:45][CH2:46][O:47][C:43]=2[C:42]=1[NH2:55]. (5) Given the product [C:26]([C:23]1[CH:22]=[CH:21][C:20]([S:17]([NH:16][C:15]2[C:10]([C:8]([C:6]3[N:7]=[C:2]([NH:1][C:39](=[O:40])[CH3:38])[CH:3]=[CH:4][CH:5]=3)=[O:9])=[N:11][CH:12]=[C:13]([Cl:30])[CH:14]=2)(=[O:18])=[O:19])=[CH:25][CH:24]=1)([CH3:27])([CH3:29])[CH3:28], predict the reactants needed to synthesize it. The reactants are: [NH2:1][C:2]1[N:7]=[C:6]([C:8]([C:10]2[C:15]([NH:16][S:17]([C:20]3[CH:25]=[CH:24][C:23]([C:26]([CH3:29])([CH3:28])[CH3:27])=[CH:22][CH:21]=3)(=[O:19])=[O:18])=[CH:14][C:13]([Cl:30])=[CH:12][N:11]=2)=[O:9])[CH:5]=[CH:4][CH:3]=1.[Si](N=C=O)(C)(C)C.[CH3:38][C:39](O)=[O:40].